Dataset: Full USPTO retrosynthesis dataset with 1.9M reactions from patents (1976-2016). Task: Predict the reactants needed to synthesize the given product. (1) Given the product [CH3:43][O:42][CH2:41][CH2:40][O:39][C:37](=[O:38])[NH:1][C:2]1[CH:3]=[CH:4][C:5]([C:8]2[NH:12][C:11]([C@H:13]3[N:17]4[C:18](=[O:35])[CH:19]=[C:20]([C:22]5[CH:27]=[C:26]([Cl:28])[CH:25]=[CH:24][C:23]=5[N:29]5[CH:33]=[C:32]([Cl:34])[N:31]=[N:30]5)[N:21]=[C:16]4[CH2:15][CH2:14]3)=[N:10][CH:9]=2)=[CH:6][N:7]=1, predict the reactants needed to synthesize it. The reactants are: [NH2:1][C:2]1[N:7]=[CH:6][C:5]([C:8]2[NH:12][C:11]([C@H:13]3[N:17]4[C:18](=[O:35])[CH:19]=[C:20]([C:22]5[CH:27]=[C:26]([Cl:28])[CH:25]=[CH:24][C:23]=5[N:29]5[CH:33]=[C:32]([Cl:34])[N:31]=[N:30]5)[N:21]=[C:16]4[CH2:15][CH2:14]3)=[N:10][CH:9]=2)=[CH:4][CH:3]=1.Cl[C:37]([O:39][CH2:40][CH2:41][O:42][CH3:43])=[O:38]. (2) Given the product [CH3:8][C:6]1[N:7]=[C:2]([C:30]2[N:26]([CH:21]3[CH2:22][CH2:23][CH2:24][CH2:25][O:20]3)[N:27]=[CH:28][CH:29]=2)[C:3]2[CH2:12][CH2:11][N:10]([C:13]([O:15][C:16]([CH3:19])([CH3:18])[CH3:17])=[O:14])[CH2:9][C:4]=2[N:5]=1, predict the reactants needed to synthesize it. The reactants are: Cl[C:2]1[C:3]2[CH2:12][CH2:11][N:10]([C:13]([O:15][C:16]([CH3:19])([CH3:18])[CH3:17])=[O:14])[CH2:9][C:4]=2[N:5]=[C:6]([CH3:8])[N:7]=1.[O:20]1[CH2:25][CH2:24][CH2:23][CH2:22][CH:21]1[N:26]1[C:30](B2OC(C)(C)C(C)(C)O2)=[CH:29][CH:28]=[N:27]1.C([O-])([O-])=O.[Na+].[Na+]. (3) Given the product [CH2:30]([N:14]1[CH2:13][CH:12]2[C:7]3[CH:6]=[CH:5][C:4]([O:20][CH3:21])=[C:3]([O:2][CH3:1])[C:8]=3[O:9][C:10]3[C:11]2=[C:16]([CH:17]=[CH:18][CH:19]=3)[CH2:15]1)[CH:29]=[CH2:28], predict the reactants needed to synthesize it. The reactants are: [CH3:1][O:2][C:3]1[C:8]2[O:9][C:10]3[C:11]4[CH:12]([CH2:13][NH:14][CH2:15][C:16]=4[CH:17]=[CH:18][CH:19]=3)[C:7]=2[CH:6]=[CH:5][C:4]=1[O:20][CH3:21].C(=O)([O-])[O-].[K+].[K+].[CH2:28](Br)[CH:29]=[CH2:30]. (4) Given the product [Cl:1][C:2]1[C:6]([Cl:7])=[C:5]([CH3:8])[NH:4][C:3]=1[C:9]([NH:12][CH:13]1[CH2:18][CH2:17][N:16]([C:19]([O:21][C:22]([CH3:23])([CH3:24])[CH3:25])=[O:20])[CH2:15]/[C:14]/1=[N:26]\[O:27][CH3:28])=[O:11], predict the reactants needed to synthesize it. The reactants are: [Cl:1][C:2]1[C:6]([Cl:7])=[C:5]([CH3:8])[NH:4][C:3]=1[C:9]([OH:11])=O.[NH2:12][CH:13]1[CH2:18][CH2:17][N:16]([C:19]([O:21][C:22]([CH3:25])([CH3:24])[CH3:23])=[O:20])[CH2:15]/[C:14]/1=[N:26]\[O:27][CH3:28].C1C=CC2N(O)N=NC=2C=1.C(Cl)CCl.CN1CCOCC1. (5) Given the product [I:16][C:15]1[N:10]2[CH:11]=[CH:12][CH:13]=[CH:14][C:9]2=[N:8][C:7]=1[C:1]1[CH:2]=[CH:3][CH:4]=[CH:5][CH:6]=1, predict the reactants needed to synthesize it. The reactants are: [C:1]1([C:7]2[N:8]=[C:9]3[CH:14]=[CH:13][CH:12]=[CH:11][N:10]3[CH:15]=2)[CH:6]=[CH:5][CH:4]=[CH:3][CH:2]=1.[I:16]N1C(=O)CCC1=O.